This data is from Full USPTO retrosynthesis dataset with 1.9M reactions from patents (1976-2016). The task is: Predict the reactants needed to synthesize the given product. (1) Given the product [OH:6][CH2:5][CH2:4][CH2:3][O:7][C:9]1[CH:16]=[CH:15][C:12]([C:13]#[N:14])=[CH:11][N:10]=1, predict the reactants needed to synthesize it. The reactants are: [H-].[Na+].[CH2:3]([OH:7])[CH2:4][CH2:5][OH:6].Cl[C:9]1[CH:16]=[CH:15][C:12]([C:13]#[N:14])=[CH:11][N:10]=1.O. (2) Given the product [Cl:1][C:2]1[S:6][C:5]([C:7]2[N:8]=[CH:9][O:10][C:11]=2[CH2:12][CH2:13][CH2:14][CH2:15][O:16][C:20]2[CH:21]=[CH:22][CH:23]=[CH:24][C:19]=2[O:18][CH3:17])=[CH:4][CH:3]=1, predict the reactants needed to synthesize it. The reactants are: [Cl:1][C:2]1[S:6][C:5]([C:7]2[N:8]=[CH:9][O:10][C:11]=2[CH2:12][CH2:13][CH2:14][CH2:15][OH:16])=[CH:4][CH:3]=1.[CH3:17][O:18][C:19]1[CH:24]=[CH:23][CH:22]=[CH:21][C:20]=1O.C(P(CCCC)CCCC)CCC.N(C(OCC)=O)=NC(OCC)=O. (3) Given the product [C:1]([O:5][C:6](=[O:7])[NH:8][CH2:9][CH2:10][CH2:11][CH2:12][C:13]1[CH:14]=[CH:15][C:16]([O:17][CH2:18][C:19](=[O:21])[NH:60][C:61]2[NH:62][CH:63]=[CH:64][N:65]=2)=[CH:22][CH:23]=1)([CH3:2])([CH3:3])[CH3:4], predict the reactants needed to synthesize it. The reactants are: [C:1]([O:5][C:6]([NH:8][CH2:9][CH2:10][CH2:11][CH2:12][C:13]1[CH:23]=[CH:22][C:16]([O:17][CH2:18][C:19]([OH:21])=O)=[CH:15][CH:14]=1)=[O:7])([CH3:4])([CH3:3])[CH3:2].C1C=NC2N(O)N=NC=2C=1.C(N(C(C)C)CC)(C)C.CCN=C=NCCCN(C)C.Cl.S(O)(O)(=O)=O.[NH2:60][C:61]1[NH:62][CH:63]=[CH:64][N:65]=1. (4) Given the product [F:1][C:2]1[C:7]([F:8])=[CH:6][CH:5]=[CH:4][C:3]=1[C:9]1[N:39]=[C:12]2[CH:13]=[N:14][N:15]([CH2:17][C:18]3[CH:23]=[CH:22][C:21]([C:27]4[CH:32]=[CH:31][C:30]([O:33][CH3:34])=[CH:29][C:28]=4[C:35]([F:36])([F:38])[F:37])=[CH:40][C:19]=3[NH2:20])[CH:16]=[C:11]2[N:10]=1, predict the reactants needed to synthesize it. The reactants are: [F:1][C:2]1[C:7]([F:8])=[CH:6][CH:5]=[CH:4][C:3]=1[C:9]1[N:39]=[C:12]2[CH:13]=[N:14][N:15]([CH2:17][C:18]3[CH:19]=[N:20][C:21]([C:27]4[CH:32]=[CH:31][C:30]([O:33][CH3:34])=[CH:29][C:28]=4[C:35]([F:38])([F:37])[F:36])=[CH:22][C:23]=3[N+]([O-])=O)[CH:16]=[C:11]2[N:10]=1.[CH2:40]1COCC1. (5) The reactants are: [OH:1][CH:2]([CH2:8][CH2:9][CH:10]=[CH:11][C:12]1[CH:17]=[CH:16][CH:15]=[CH:14][CH:13]=1)[C:3]([O:5][CH2:6][CH3:7])=[O:4].C1(P(C2C=CC=CC=2)C2C=CC=CC=2)C=CC=CC=1.[F:37][C:38]([F:47])([F:46])[C:39]1[CH:44]=[CH:43][C:42](O)=[CH:41][CH:40]=1.N(C(OCC)=O)=NC([O-])=O. Given the product [F:37][C:38]([F:47])([F:46])[C:39]1[CH:44]=[CH:43][C:42]([O:1][CH:2]([CH2:8][CH2:9][CH:10]=[CH:11][C:12]2[CH:13]=[CH:14][CH:15]=[CH:16][CH:17]=2)[C:3]([O:5][CH2:6][CH3:7])=[O:4])=[CH:41][CH:40]=1, predict the reactants needed to synthesize it. (6) Given the product [Cl:10][C:5]1[CH:4]=[C:3]([CH:8]=[CH:7][C:6]=1[Cl:9])[CH2:2][O:11][C:12]1[CH:19]=[CH:18][C:15]([CH:16]=[O:17])=[CH:14][C:13]=1[CH3:20], predict the reactants needed to synthesize it. The reactants are: Cl[CH2:2][C:3]1[CH:8]=[CH:7][C:6]([Cl:9])=[C:5]([Cl:10])[CH:4]=1.[OH:11][C:12]1[CH:19]=[CH:18][C:15]([CH:16]=[O:17])=[CH:14][C:13]=1[CH3:20].C([O-])([O-])=O.[K+].[K+]. (7) The reactants are: S(O)(O)(=O)=O.[NH2:6][NH2:7].[Br:8][C:9]1[C:10](=O)[O:11][C:12](=[O:15])[C:13]=1[CH3:14]. Given the product [Br:8][C:9]1[C:13]([CH3:14])=[C:12]([OH:15])[N:7]=[N:6][C:10]=1[OH:11], predict the reactants needed to synthesize it.